Dataset: Catalyst prediction with 721,799 reactions and 888 catalyst types from USPTO. Task: Predict which catalyst facilitates the given reaction. (1) Reactant: [CH3:1][N:2]1[C:6]([CH2:7][C:8]([OH:10])=O)=[CH:5][CH:4]=[N:3]1.O.ON1C2C=CC=CC=2N=N1.Cl.C(N=C=NCCCN(C)C)C.C(N1CCOCC1)C.[Cl:42][C:43]1[C:48]([C:49]([F:52])([F:51])[F:50])=[CH:47][CH:46]=[CH:45][C:44]=1[CH2:53][NH2:54]. Product: [Cl:42][C:43]1[C:48]([C:49]([F:51])([F:52])[F:50])=[CH:47][CH:46]=[CH:45][C:44]=1[CH2:53][NH:54][C:8](=[O:10])[CH2:7][C:6]1[N:2]([CH3:1])[N:3]=[CH:4][CH:5]=1. The catalyst class is: 4. (2) Reactant: [Cl:1][C:2]1[CH:3]=[CH:4][C:5]([C:24]#[N:25])=[C:6]([C:8]2[C:13]([O:14][CH3:15])=[CH:12][N:11]([CH:16]([CH2:20][CH2:21][F:22])[C:17](O)=[O:18])[C:10](=[O:23])[CH:9]=2)[CH:7]=1.[NH2:26][C:27]1[CH:39]=[CH:38][C:30]([C:31]([O:33][C:34]([CH3:37])([CH3:36])[CH3:35])=[O:32])=[CH:29][CH:28]=1.CC(C)N=C=NC(C)C. Product: [Cl:1][C:2]1[CH:3]=[CH:4][C:5]([C:24]#[N:25])=[C:6]([C:8]2[C:13]([O:14][CH3:15])=[CH:12][N:11]([CH:16]([CH2:20][CH2:21][F:22])[C:17]([NH:26][C:27]3[CH:39]=[CH:38][C:30]([C:31]([O:33][C:34]([CH3:35])([CH3:36])[CH3:37])=[O:32])=[CH:29][CH:28]=3)=[O:18])[C:10](=[O:23])[CH:9]=2)[CH:7]=1. The catalyst class is: 9. (3) Reactant: Br[C:2]1[N:7]=[C:6]([C:8]2[N:17]=[CH:16][C:15]3[C:10](=[CH:11][CH:12]=[CH:13][CH:14]=3)[N:9]=2)[CH:5]=[CH:4][CH:3]=1.[Cl:18][C:19]1[CH:24]=[CH:23][C:22]([SH:25])=[CH:21][CH:20]=1.CN(C)C=O.C(=O)([O-])[O-].[K+].[K+]. Product: [Cl:18][C:19]1[CH:24]=[CH:23][C:22]([S:25][C:2]2[N:7]=[C:6]([C:8]3[N:17]=[CH:16][C:15]4[C:10](=[CH:11][CH:12]=[CH:13][CH:14]=4)[N:9]=3)[CH:5]=[CH:4][CH:3]=2)=[CH:21][CH:20]=1. The catalyst class is: 74. (4) Reactant: C[O:2][C:3]([C:5]1[CH:6]=[N:7][C:8]([C:11](=[O:18])[C:12]2[CH:17]=[CH:16][CH:15]=[CH:14][CH:13]=2)=[N:9][CH:10]=1)=[O:4].[Li+].[OH-]. Product: [C:11]([C:8]1[N:9]=[CH:10][C:5]([C:3]([OH:4])=[O:2])=[CH:6][N:7]=1)(=[O:18])[C:12]1[CH:17]=[CH:16][CH:15]=[CH:14][CH:13]=1. The catalyst class is: 20.